From a dataset of Reaction yield outcomes from USPTO patents with 853,638 reactions. Predict the reaction yield, written as a fraction of the theoretical maximum amount of product (1.0 means a 100% yield; for example, 0.34 means a 34% yield). (1) The reactants are [Cl:1][C:2]1[CH:3]=[C:4]([O:12][C:13]2[C:22]([CH:23]=[CH2:24])=[CH:21][C:16]([C:17]([O:19]C)=[O:18])=[C:15]([F:25])[CH:14]=2)[CH:5]=[N:6][C:7]=1[O:8][CH:9]([CH3:11])[CH3:10].[OH-].[Li+]. The catalyst is O1CCCC1.O.Cl. The product is [Cl:1][C:2]1[CH:3]=[C:4]([O:12][C:13]2[C:22]([CH:23]=[CH2:24])=[CH:21][C:16]([C:17]([OH:19])=[O:18])=[C:15]([F:25])[CH:14]=2)[CH:5]=[N:6][C:7]=1[O:8][CH:9]([CH3:10])[CH3:11]. The yield is 0.960. (2) The reactants are [Cl:1][C:2]1[CH:3]=[N+:4]([O-:22])[CH:5]=[C:6]([Cl:21])[C:7]=1[CH2:8][C@@H:9]([C:11]1[CH:16]=[CH:15][C:14]([O:17][CH3:18])=[C:13]([O:19][CH3:20])[CH:12]=1)[OH:10].[CH:23]([C:25]1[CH:26]=[C:27]([CH:31]=[CH:32][CH:33]=1)[C:28](O)=[O:29])=[O:24].Cl.CN(C)CCCN=C=NCC. The catalyst is CN(C)C1C=CN=CC=1.C(Cl)Cl. The product is [Cl:21][C:6]1[CH:5]=[N+:4]([O-:22])[CH:3]=[C:2]([Cl:1])[C:7]=1[CH2:8][C@H:9]([O:10][C:28](=[O:29])[C:27]1[CH:31]=[CH:32][CH:33]=[C:25]([CH:23]=[O:24])[CH:26]=1)[C:11]1[CH:16]=[CH:15][C:14]([O:17][CH3:18])=[C:13]([O:19][CH3:20])[CH:12]=1. The yield is 0.910.